Dataset: Catalyst prediction with 721,799 reactions and 888 catalyst types from USPTO. Task: Predict which catalyst facilitates the given reaction. (1) Reactant: [F:1][C:2]([F:40])([F:39])[C:3]1[CH:38]=[CH:37][C:6]2=[N:7][N:8]([C:10]3[CH:11]=[C:12]([CH:19]=[C:20]([C:23]([C:31]4[CH:36]=[CH:35][CH:34]=[CH:33][CH:32]=4)([C:25]4[CH:30]=[CH:29][CH:28]=[CH:27][CH:26]=4)[CH3:24])[C:21]=3[OH:22])[CH2:13][CH2:14][C:15]([O:17]C)=[O:16])[N:9]=[C:5]2[CH:4]=1.Cl. Product: [F:39][C:2]([F:1])([F:40])[C:3]1[CH:38]=[CH:37][C:6]2=[N:7][N:8]([C:10]3[CH:11]=[C:12]([CH:19]=[C:20]([C:23]([C:25]4[CH:30]=[CH:29][CH:28]=[CH:27][CH:26]=4)([C:31]4[CH:36]=[CH:35][CH:34]=[CH:33][CH:32]=4)[CH3:24])[C:21]=3[OH:22])[CH2:13][CH2:14][C:15]([OH:17])=[O:16])[N:9]=[C:5]2[CH:4]=1. The catalyst class is: 74. (2) Reactant: C([O:4][C@H:5]([CH2:11][C:12]1[CH:17]=[CH:16][CH:15]=[CH:14][C:13]=1[OH:18])[C:6]([O:8][CH2:9][CH3:10])=[O:7])(=O)C.[O-]CC.[Na+]. Product: [OH:4][C@H:5]([CH2:11][C:12]1[CH:17]=[CH:16][CH:15]=[CH:14][C:13]=1[OH:18])[C:6]([O:8][CH2:9][CH3:10])=[O:7]. The catalyst class is: 40.